Dataset: Full USPTO retrosynthesis dataset with 1.9M reactions from patents (1976-2016). Task: Predict the reactants needed to synthesize the given product. (1) Given the product [Cl:7][C:8]1[CH:9]=[CH:10][C:11]([CH2:12][NH:13][C:14]([C:16]2[C:17](=[O:37])[C:18]3[CH:34]=[C:33]([CH2:35][N:41]([CH2:42][C@@H:43]([OH:44])[C:45]4[CH:50]=[CH:49][CH:48]=[CH:47][N:46]=4)[CH3:40])[S:32][C:19]=3[N:20]([CH2:22][CH2:23][CH2:24][O:25][CH:26]3[CH2:31][CH2:30][CH2:29][CH2:28][O:27]3)[CH:21]=2)=[O:15])=[CH:38][CH:39]=1, predict the reactants needed to synthesize it. The reactants are: C(=O)([O-])[O-].[Cs+].[Cs+].[Cl:7][C:8]1[CH:39]=[CH:38][C:11]([CH2:12][NH:13][C:14]([C:16]2[C:17](=[O:37])[C:18]3[CH:34]=[C:33]([CH2:35]Cl)[S:32][C:19]=3[N:20]([CH2:22][CH2:23][CH2:24][O:25][CH:26]3[CH2:31][CH2:30][CH2:29][CH2:28][O:27]3)[CH:21]=2)=[O:15])=[CH:10][CH:9]=1.[CH3:40][NH:41][CH2:42][C@H:43]([C:45]1[CH:50]=[CH:49][CH:48]=[CH:47][N:46]=1)[OH:44]. (2) Given the product [OH:10][CH2:9][CH2:8][O:7][C:6]1[C:11]([O:13][CH3:14])=[CH:12][C:3]([CH:2]=[O:1])=[CH:4][C:5]=1[O:15][CH3:16], predict the reactants needed to synthesize it. The reactants are: [OH:1][CH2:2][C:3]1[CH:12]=[C:11]([O:13][CH3:14])[C:6]([O:7][CH2:8][CH2:9][OH:10])=[C:5]([O:15][CH3:16])[CH:4]=1. (3) The reactants are: [Br:1][C:2]1[CH:7]=[C:6](Br)[C:5]([N+:9]([O-:11])=[O:10])=[CH:4][N:3]=1.Cl.[NH2:13][C@@H:14]([CH3:18])[CH:15]([OH:17])[CH3:16].C(N(CC)CC)C. Given the product [Br:1][C:2]1[CH:7]=[C:6]([NH:13][C@@H:14]([CH3:18])[CH:15]([OH:17])[CH3:16])[C:5]([N+:9]([O-:11])=[O:10])=[CH:4][N:3]=1, predict the reactants needed to synthesize it. (4) Given the product [CH:22]([N:17]1[CH2:18][CH2:19][C:13]2[CH:12]=[C:11]([O:10][CH2:9][CH2:8][CH2:7][N:1]3[CH2:2][CH2:3][CH2:4][CH2:5][CH2:6]3)[CH:21]=[CH:20][C:14]=2[CH2:15][CH2:16]1)([CH3:27])[CH3:23], predict the reactants needed to synthesize it. The reactants are: [N:1]1([CH2:7][CH2:8][CH2:9][O:10][C:11]2[CH:21]=[CH:20][C:14]3[CH2:15][CH2:16][NH:17][CH2:18][CH2:19][C:13]=3[CH:12]=2)[CH2:6][CH2:5][CH2:4][CH2:3][CH2:2]1.[C:22]1(N)[C:27](F)=C(F)C(F)=C(N)[C:23]=1F.Cl.Cl. (5) Given the product [Br:6][C:7]1[CH:19]=[CH:18][C:17]2[C:16]3[C:11](=[CH:12][C:13]([OH:38])=[CH:14][CH:15]=3)[C:10]([CH2:29][CH2:30][CH2:31][CH2:32][CH2:33][CH2:34][CH2:35][CH3:36])([CH2:21][CH2:22][CH2:23][CH2:24][CH2:25][CH2:26][CH2:27][CH3:28])[C:9]=2[CH:8]=1, predict the reactants needed to synthesize it. The reactants are: C([Li])CCC.[Br:6][C:7]1[CH:19]=[CH:18][C:17]2[C:16]3[C:11](=[CH:12][C:13](Br)=[CH:14][CH:15]=3)[C:10]([CH2:29][CH2:30][CH2:31][CH2:32][CH2:33][CH2:34][CH2:35][CH3:36])([CH2:21][CH2:22][CH2:23][CH2:24][CH2:25][CH2:26][CH2:27][CH3:28])[C:9]=2[CH:8]=1.C[O:38]B(OC)OC.Cl. (6) The reactants are: [CH:1]1([C:7]([OH:9])=[O:8])[CH2:6][CH2:5][CH2:4][CH2:3][CH2:2]1.[C:10]12([CH2:22]O)[CH2:19][CH:14]3[CH2:15][CH:16]([CH2:18][C:12]([CH2:20][OH:21])([CH2:13]3)[CH2:11]1)[CH2:17]2.[OH-].[Na+]. Given the product [CH:1]1([C:7]([O:9][CH2:22][C:10]23[CH2:17][CH:16]4[CH2:15][CH:14]([CH2:13][C:12]([CH2:20][OH:21])([CH2:18]4)[CH2:11]2)[CH2:19]3)=[O:8])[CH2:6][CH2:5][CH2:4][CH2:3][CH2:2]1, predict the reactants needed to synthesize it.